Dataset: Full USPTO retrosynthesis dataset with 1.9M reactions from patents (1976-2016). Task: Predict the reactants needed to synthesize the given product. (1) Given the product [Cl:1][C:2]1[CH:3]=[CH:4][C:5]([C:13]([CH3:14])([CH2:24][CH3:25])[C:18](=[O:17])[CH3:19])=[CH:6][CH:7]=1, predict the reactants needed to synthesize it. The reactants are: [Cl:1][C:2]1[CH:7]=[CH:6][C:5](C(C)(C)C#N)=[CH:4][CH:3]=1.[CH2:13]([Mg]Cl)[CH3:14].[O:17]1CC[CH2:19][CH2:18]1.[Cl-].[NH4+].[CH:24]1C=CC=C[CH:25]=1. (2) Given the product [Cl:1][C:2]1[CH:3]=[CH:4][C:5]([OH:10])=[C:6](/[CH:7]=[C:24]2/[C:22](=[O:23])[N:21]=[C:19]([N:15]3[CH2:16][CH2:17][N:12]([CH3:11])[CH2:13][CH2:14]3)[S:18]/2)[CH:9]=1, predict the reactants needed to synthesize it. The reactants are: [Cl:1][C:2]1[CH:3]=[CH:4][C:5]([OH:10])=[C:6]([CH:9]=1)[CH:7]=O.[CH3:11][N:12]1[CH2:17][CH2:16][NH:15][CH2:14][CH2:13]1.[S:18]1[CH2:24][C:22](=[O:23])[NH:21][C:19]1=S. (3) Given the product [Cl:18][C:3]1[C:2]([C:19]2[CH:24]=[CH:23][CH:22]=[CH:21][CH:20]=2)=[CH:7][N:6]([C:8]2[CH:13]=[CH:12][CH:11]=[CH:10][C:9]=2[CH3:14])[C:5](=[O:15])[C:4]=1[C:16]#[N:17], predict the reactants needed to synthesize it. The reactants are: Br[C:2]1[C:3]([Cl:18])=[C:4]([C:16]#[N:17])[C:5](=[O:15])[N:6]([C:8]2[CH:13]=[CH:12][CH:11]=[CH:10][C:9]=2[CH3:14])[CH:7]=1.[C:19]1(B(O)O)[CH:24]=[CH:23][CH:22]=[CH:21][CH:20]=1.C(=O)([O-])[O-].[Na+].[Na+].COCCOC. (4) Given the product [N:15]1[CH:16]=[CH:17][N:18]=[CH:19][C:14]=1[N:12]1[C:11]2[C@H:10]3[CH2:20][C@H:9]3[CH2:8][C:7]=2[C:6]([C:4]([OH:5])=[O:3])=[N:13]1, predict the reactants needed to synthesize it. The reactants are: C([O:3][C:4]([C:6]1[C:7]2[CH2:8][C@@H:9]3[CH2:20][C@@H:10]3[C:11]=2[N:12]([C:14]2[CH:19]=[N:18][CH:17]=[CH:16][N:15]=2)[N:13]=1)=[O:5])C.[OH-].[Na+]. (5) The reactants are: [C:1]([C:3]1[CH:8]=[CH:7][C:6]([CH:9]2[N:13]3[CH:14]=[CH:15][N:16]=[C:12]3[CH2:11][CH2:10]2)=[CH:5][CH:4]=1)#[N:2].[C:17]([O-])(=[O:19])C.[Na+].C(O)(=O)C.C=O.C([O-])(O)=O.[Na+]. Given the product [C:1]([C:3]1[CH:4]=[CH:5][C:6]([CH:9]2[N:13]3[C:14]([CH2:17][OH:19])=[CH:15][N:16]=[C:12]3[CH2:11][CH2:10]2)=[CH:7][CH:8]=1)#[N:2], predict the reactants needed to synthesize it. (6) Given the product [CH:7]1([N:10]2[CH:24]([CH:25]([CH3:27])[CH3:26])[CH2:28][N:13]([C:14]3[CH:19]=[CH:18][CH:17]=[CH:16][C:15]=3[C:20]([F:23])([F:22])[F:21])[C:11]2=[O:12])[CH2:9][CH2:8]1, predict the reactants needed to synthesize it. The reactants are: CC(C)([O-])C.[Na+].[CH:7]1([N:10]([CH:24]([CH2:28]O)[CH:25]([CH3:27])[CH3:26])[C:11]([NH:13][C:14]2[CH:19]=[CH:18][CH:17]=[CH:16][C:15]=2[C:20]([F:23])([F:22])[F:21])=[O:12])[CH2:9][CH2:8]1.C1(C)C=CC(S(Cl)(=O)=O)=CC=1. (7) The reactants are: [CH3:1][NH:2][C:3]1[C:8]([NH2:9])=[CH:7][C:6]([C:10]([F:13])([F:12])[F:11])=[CH:5][N:4]=1.[CH2:14]([S:16][C:17]1[N:18]([C:23](O)=O)NC=[CH:21][CH:22]=1)[CH3:15].CCN=C=NCCC[N:34]([CH3:36])C.Cl.C1C=CC2N([OH:47])N=NC=2C=1. Given the product [CH3:1][NH:2][C:3]1[C:8]([NH:9][C:21]([C:22]2[C:17]([S:16][CH2:14][CH3:15])=[N:18][CH:23]=[CH:36][N:34]=2)=[O:47])=[CH:7][C:6]([C:10]([F:13])([F:11])[F:12])=[CH:5][N:4]=1, predict the reactants needed to synthesize it. (8) Given the product [CH3:17][O:16][CH2:15][CH2:14][O:13][C:5]1[CH:4]=[C:3]2[C:2](=[CH:7][C:6]=1[O:8][CH2:9][CH2:10][O:11][CH3:12])[N:1]=[CH:24][CH:19]=[C:18]2[OH:20], predict the reactants needed to synthesize it. The reactants are: [NH2:1][C:2]1[CH:7]=[C:6]([O:8][CH2:9][CH2:10][O:11][CH3:12])[C:5]([O:13][CH2:14][CH2:15][O:16][CH3:17])=[CH:4][C:3]=1[C:18](=[O:20])[CH3:19].C[O-].[Na+].[CH:24](OCC)=O. (9) Given the product [Br:1][C:2]1[C:3]([CH3:11])=[C:4]2[C:8](=[CH:9][CH:10]=1)[N:7]([CH2:19][CH2:20][CH2:21][C:22]([O:24][CH2:25][CH3:26])=[O:23])[N:6]=[CH:5]2, predict the reactants needed to synthesize it. The reactants are: [Br:1][C:2]1[C:3]([CH3:11])=[C:4]2[C:8](=[CH:9][CH:10]=1)[NH:7][N:6]=[CH:5]2.C(=O)([O-])[O-].[Cs+].[Cs+].Br[CH2:19][CH2:20][CH2:21][C:22]([O:24][CH2:25][CH3:26])=[O:23]. (10) Given the product [ClH:33].[ClH:33].[NH2:1][C:2]1[N:10]=[C:9]([O:11][CH2:12][CH2:13][CH2:14][CH3:15])[N:8]=[C:7]2[C:3]=1[NH:4][C:5](=[O:31])[N:6]2[CH2:16][CH2:17][N:18]1[CH2:23][CH2:22][NH:21][CH2:20][CH2:19]1, predict the reactants needed to synthesize it. The reactants are: [NH2:1][C:2]1[N:10]=[C:9]([O:11][CH2:12][CH2:13][CH2:14][CH3:15])[N:8]=[C:7]2[C:3]=1[N:4]=[C:5]([O:31]C)[N:6]2[CH2:16][CH2:17][N:18]1[CH2:23][CH2:22][N:21](C(OC(C)(C)C)=O)[CH2:20][CH2:19]1.[ClH:33].